From a dataset of Forward reaction prediction with 1.9M reactions from USPTO patents (1976-2016). Predict the product of the given reaction. (1) Given the reactants [F:1]/[C:2](/[C:17]1[CH:21]=[C:20]([CH3:22])[N:19]([CH2:23][C:24]2[CH:25]=[C:26]([CH:30]=[CH:31][CH:32]=2)[C:27](O)=[O:28])[N:18]=1)=[CH:3]\[C:4]1[CH:9]=[CH:8][C:7]([C:10]([CH3:16])([CH3:15])[C:11]([F:14])([F:13])[F:12])=[CH:6][CH:5]=1.[OH:33][CH:34]1[CH2:39][CH2:38][NH:37][CH2:36][CH2:35]1, predict the reaction product. The product is: [F:1]/[C:2](/[C:17]1[CH:21]=[C:20]([CH3:22])[N:19]([CH2:23][C:24]2[CH:25]=[C:26]([C:27]([N:37]3[CH2:38][CH2:39][CH:34]([OH:33])[CH2:35][CH2:36]3)=[O:28])[CH:30]=[CH:31][CH:32]=2)[N:18]=1)=[CH:3]\[C:4]1[CH:9]=[CH:8][C:7]([C:10]([CH3:15])([CH3:16])[C:11]([F:14])([F:13])[F:12])=[CH:6][CH:5]=1. (2) The product is: [C:24]1([CH:13]([O:12][S:7]([C:4]2[CH:5]=[CH:6][C:1]([CH3:11])=[CH:2][CH:3]=2)(=[O:9])=[O:8])[C:14]([O:16][CH2:17][C:18]2[CH:23]=[CH:22][CH:21]=[CH:20][CH:19]=2)=[O:15])[CH:29]=[CH:28][CH:27]=[CH:26][CH:25]=1. Given the reactants [C:1]1([CH3:11])[CH:6]=[CH:5][C:4]([S:7](Cl)(=[O:9])=[O:8])=[CH:3][CH:2]=1.[OH:12][C@@H:13]([C:24]1[CH:29]=[CH:28][CH:27]=[CH:26][CH:25]=1)[C:14]([O:16][CH2:17][C:18]1[CH:23]=[CH:22][CH:21]=[CH:20][CH:19]=1)=[O:15].C(N(CC)CC)C, predict the reaction product. (3) Given the reactants [CH3:1][O:2][C:3]1[CH:8]=[CH:7][C:6]([O:9][CH3:10])=[CH:5][C:4]=1[C:11](=[O:27])/[CH:12]=[CH:13]/[C:14](/[C:21]1[CH:26]=[CH:25][CH:24]=[CH:23][CH:22]=1)=[CH:15]/[C:16]([O:18]CC)=[O:17].C(O)C.C(=O)(O)[O-].[Na+], predict the reaction product. The product is: [CH3:1][O:2][C:3]1[CH:8]=[CH:7][C:6]([O:9][CH3:10])=[CH:5][C:4]=1[C:11](=[O:27])/[CH:12]=[CH:13]/[C:14](/[C:21]1[CH:22]=[CH:23][CH:24]=[CH:25][CH:26]=1)=[CH:15]/[C:16]([OH:18])=[O:17]. (4) Given the reactants Cl.C(OC(=O)[NH:8][C@H:9]1[CH2:14][CH2:13][C@H:12]([N:15]([CH2:41][CH3:42])[C:16]2[C:21]3[CH2:22][CH:23]=[CH:24][CH2:25][CH2:26][CH2:27][C:28]4[CH:37]=[C:36]([CH3:38])[CH:35]=[C:34]([O:39]C)[C:29]=4[CH2:30][NH:31][C:32](=[O:33])[C:20]=3[CH:19]=[N:18][CH:17]=2)[CH2:11][CH2:10]1)(C)(C)C, predict the reaction product. The product is: [NH2:8][C@H:9]1[CH2:10][CH2:11][C@H:12]([N:15]([CH2:41][CH3:42])[C:16]2[C:21]3[CH2:22][CH:23]=[CH:24][CH2:25][CH2:26][CH2:27][C:28]4[CH:37]=[C:36]([CH3:38])[CH2:35][C:34](=[O:39])[C:29]=4[CH2:30][NH:31][C:32](=[O:33])[C:20]=3[CH:19]=[N:18][CH:17]=2)[CH2:13][CH2:14]1. (5) Given the reactants [CH3:1][O:2][C:3]([C:5]1[CH:6]=[N:7][C:8]([CH:11]=[O:12])=[N:9][CH:10]=1)=[O:4].[NH2:13][C:14]1[CH:15]=[C:16]([CH:19]=[C:20]([CH:23]([CH3:25])[CH3:24])[C:21]=1O)[C:17]#[N:18].ClC1C(=O)C(C#N)=C(C#N)C(=O)C=1Cl, predict the reaction product. The product is: [CH3:1][O:2][C:3]([C:5]1[CH:10]=[N:9][C:8]([C:11]2[O:12][C:21]3[C:20]([CH:23]([CH3:25])[CH3:24])=[CH:19][C:16]([C:17]#[N:18])=[CH:15][C:14]=3[N:13]=2)=[N:7][CH:6]=1)=[O:4]. (6) Given the reactants [CH:1]1([C:4]2[CH:5]=[CH:6][C:7]([C:15]([OH:17])=O)=[N:8][C:9]=2[O:10][CH2:11][CH:12]2[CH2:14][CH2:13]2)[CH2:3][CH2:2]1.[F:18][C:19]([F:29])([F:28])[CH:20]([C:22]1[CH:27]=[CH:26][CH:25]=[CH:24][N:23]=1)[NH2:21].CO, predict the reaction product. The product is: [F:29][C:19]([F:18])([F:28])[CH:20]([NH:21][C:15]([C:7]1[CH:6]=[CH:5][C:4]([CH:1]2[CH2:2][CH2:3]2)=[C:9]([O:10][CH2:11][CH:12]2[CH2:13][CH2:14]2)[N:8]=1)=[O:17])[C:22]1[CH:27]=[CH:26][CH:25]=[CH:24][N:23]=1. (7) Given the reactants [CH2:1]([O:3][C:4]([C:6]1[CH:11]=[CH:10][C:9]([Zn]I)=[CH:8][CH:7]=1)=[O:5])[CH3:2].[CH:14]1([C:17](Cl)=[O:18])[CH2:16][CH2:15]1, predict the reaction product. The product is: [CH:14]1([C:17]([C:9]2[CH:10]=[CH:11][C:6]([C:4]([O:3][CH2:1][CH3:2])=[O:5])=[CH:7][CH:8]=2)=[O:18])[CH2:16][CH2:15]1.